Task: Predict the product of the given reaction.. Dataset: Forward reaction prediction with 1.9M reactions from USPTO patents (1976-2016) (1) Given the reactants [CH3:1][C:2]([C:5]([C:7]1[CH:12]=[C:11]([C:13](OC)=O)[CH:10]=[CH:9][C:8]=1[C:17]1[CH:22]=[C:21]([O:23][CH3:24])[CH:20]=[CH:19][C:18]=1[F:25])=[CH2:6])([CH3:4])[CH3:3].CN(C=O)C.S(Cl)([Cl:33])=O, predict the reaction product. The product is: [Cl:33][CH2:13][C:11]1[CH:10]=[CH:9][C:8]([C:17]2[CH:22]=[C:21]([O:23][CH3:24])[CH:20]=[CH:19][C:18]=2[F:25])=[C:7]([C:5]([C:2]([CH3:4])([CH3:3])[CH3:1])=[CH2:6])[CH:12]=1. (2) Given the reactants Cl[C:2]1[CH:31]=[CH:30][CH:29]=[CH:28][C:3]=1[C:4]([NH:6][C:7]1[CH:12]=[CH:11][C:10]([C:13]2[S:17][C:16]([CH2:18][CH2:19][NH:20][S:21]([C:24]([F:27])([F:26])[F:25])(=[O:23])=[O:22])=[N:15][CH:14]=2)=[CH:9][CH:8]=1)=[O:5].NC1C=CC(C2SC(CCNS(C(F)(F)F)(=O)=O)=NC=2)=CC=1.C(Cl)(=O)C1C=CC=CC=1, predict the reaction product. The product is: [F:27][C:24]([F:25])([F:26])[S:21]([NH:20][CH2:19][CH2:18][C:16]1[S:17][C:13]([C:10]2[CH:9]=[CH:8][C:7]([NH:6][C:4](=[O:5])[C:3]3[CH:2]=[CH:31][CH:30]=[CH:29][CH:28]=3)=[CH:12][CH:11]=2)=[CH:14][N:15]=1)(=[O:23])=[O:22]. (3) Given the reactants [Cl:1][C:2]1[CH:17]=[CH:16][C:5]([CH2:6][NH:7][C:8](=[O:15])[NH:9][O:10][CH2:11][C:12]([OH:14])=O)=[CH:4][CH:3]=1.[NH2:18][C@H:19]([C:32]([N:34]([C@@H:46]([CH3:54])[CH:47]([O:51][CH2:52][CH3:53])[O:48][CH2:49][CH3:50])[CH2:35][C:36]1[C:45]2[C:40](=[CH:41][CH:42]=[CH:43][CH:44]=2)[CH:39]=[CH:38][CH:37]=1)=[O:33])[CH2:20][CH2:21][CH2:22][CH2:23][NH:24][C:25](=[O:31])[O:26][C:27]([CH3:30])([CH3:29])[CH3:28], predict the reaction product. The product is: [Cl:1][C:2]1[CH:3]=[CH:4][C:5]([CH2:6][NH:7][C:8](=[O:15])[NH:9][O:10][CH2:11][C:12](=[O:14])[NH:18][C@H:19]([C:32](=[O:33])[N:34]([C@@H:46]([CH3:54])[CH:47]([O:48][CH2:49][CH3:50])[O:51][CH2:52][CH3:53])[CH2:35][C:36]2[C:45]3[C:40](=[CH:41][CH:42]=[CH:43][CH:44]=3)[CH:39]=[CH:38][CH:37]=2)[CH2:20][CH2:21][CH2:22][CH2:23][NH:24][C:25](=[O:31])[O:26][C:27]([CH3:30])([CH3:29])[CH3:28])=[CH:16][CH:17]=1. (4) The product is: [CH3:7][O:10][CH2:11][CH2:12][N:14]([CH3:19])[C:15](=[O:2])[CH3:16]. Given the reactants C[O:2]CCNC.[C:7]([O:10][C:11](=O)[CH3:12])(=O)C.[N:14]1[CH:19]=CC=[CH:16][CH:15]=1, predict the reaction product.